Dataset: Reaction yield outcomes from USPTO patents with 853,638 reactions. Task: Predict the reaction yield, written as a fraction of the theoretical maximum amount of product (1.0 means a 100% yield; for example, 0.34 means a 34% yield). (1) The reactants are [O:1]1[CH2:6][CH2:5][O:4][C:3]2[CH:7]=[C:8](C=O)[CH:9]=[CH:10][C:2]1=2.C1C=C(Cl)C=C(C(OO)=[O:21])C=1. The catalyst is C(Cl)Cl. The product is [O:1]1[CH2:6][CH2:5][O:4][C:3]2[CH:7]=[C:8]([OH:21])[CH:9]=[CH:10][C:2]1=2. The yield is 0.630. (2) The reactants are C([O:4][C:5]1[CH:10]=[N:9][CH:8]=[C:7]([N:11]2[CH:15]=[C:14]([C:16]#[C:17][C:18]3[CH:23]=[CH:22][CH:21]=[C:20]([Cl:24])[CH:19]=3)[N:13]=[C:12]2[CH3:25])[N:6]=1)C=C.C1([SiH3])C=CC=CC=1.O. The catalyst is C(Cl)Cl. The product is [Cl:24][C:20]1[CH:19]=[C:18]([C:17]#[C:16][C:14]2[N:13]=[C:12]([CH3:25])[N:11]([C:7]3[NH:6][C:5](=[O:4])[CH:10]=[N:9][CH:8]=3)[CH:15]=2)[CH:23]=[CH:22][CH:21]=1. The yield is 0.450. (3) The reactants are [CH2:1]([NH:8][CH2:9][CH2:10][C:11]1[CH:16]=[CH:15][C:14]([OH:17])=[CH:13][CH:12]=1)[C:2]1[CH:7]=[CH:6][CH:5]=[CH:4][CH:3]=1.[C:18](O[C:18]([O:20][C:21]([CH3:24])([CH3:23])[CH3:22])=[O:19])([O:20][C:21]([CH3:24])([CH3:23])[CH3:22])=[O:19]. The catalyst is C1COCC1. The product is [C:21]([O:20][C:18](=[O:19])[N:8]([CH2:1][C:2]1[CH:3]=[CH:4][CH:5]=[CH:6][CH:7]=1)[CH2:9][CH2:10][C:11]1[CH:12]=[CH:13][C:14]([OH:17])=[CH:15][CH:16]=1)([CH3:24])([CH3:23])[CH3:22]. The yield is 0.680. (4) The reactants are [NH:1]1[C:5]2[CH:6]=[CH:7][CH:8]=[CH:9][C:4]=2[N:3]=[C:2]1[C:10]([N:12]1[CH2:15][CH:14]([C:16]2[C:21](Cl)=[N:20][CH:19]=[CH:18][N:17]=2)[CH2:13]1)=[O:11].[NH:23]1[CH2:28][CH2:27][CH:26]([OH:29])[CH2:25][CH2:24]1.C(N(CC)CC)C.CS(C)=O. The catalyst is O. The product is [NH:1]1[C:5]2[CH:6]=[CH:7][CH:8]=[CH:9][C:4]=2[N:3]=[C:2]1[C:10]([N:12]1[CH2:15][CH:14]([C:16]2[C:21]([N:23]3[CH2:28][CH2:27][CH:26]([OH:29])[CH2:25][CH2:24]3)=[N:20][CH:19]=[CH:18][N:17]=2)[CH2:13]1)=[O:11]. The yield is 0.850. (5) The reactants are [ClH:1].[C:2]1([CH2:12][N:13]2[CH2:18][CH2:17][CH2:16][C:15]3([CH2:23][CH2:22][N:21](C(OC(C)(C)C)=O)[CH2:20][CH2:19]3)[C:14]2=[O:31])[C:11]2[C:6](=[CH:7][CH:8]=[CH:9][CH:10]=2)[CH:5]=[CH:4][CH:3]=1. The catalyst is C(Cl)Cl. The product is [ClH:1].[C:2]1([CH2:12][N:13]2[CH2:18][CH2:17][CH2:16][C:15]3([CH2:23][CH2:22][NH:21][CH2:20][CH2:19]3)[C:14]2=[O:31])[C:11]2[C:6](=[CH:7][CH:8]=[CH:9][CH:10]=2)[CH:5]=[CH:4][CH:3]=1. The yield is 0.870. (6) The reactants are [Cl:1][C:2]1[CH:14]=[CH:13][CH:12]=[CH:11][C:3]=1[CH2:4][C:5]1[S:9][C:8]([NH2:10])=[N:7][CH:6]=1.[Br:15][CH:16]([C:20]1[CH:25]=[CH:24][CH:23]=[CH:22][CH:21]=1)[C:17](O)=[O:18].C(N(CC)CC)C.F[P-](F)(F)(F)(F)F.N1(OC(N(C)C)=[N+](C)C)C2N=CC=CC=2N=N1. The catalyst is C(#N)C. The product is [Br:15][CH:16]([C:20]1[CH:25]=[CH:24][CH:23]=[CH:22][CH:21]=1)[C:17]([NH:10][C:8]1[S:9][C:5]([CH2:4][C:3]2[CH:11]=[CH:12][CH:13]=[CH:14][C:2]=2[Cl:1])=[CH:6][N:7]=1)=[O:18]. The yield is 0.750. (7) The reactants are [OH:1][N:2]1[C:6](=[O:7])[CH2:5][CH2:4][C:3]1=[O:8].CCN=C=NCCCN(C)C.[CH3:20][O:21][CH2:22][CH2:23][O:24][CH2:25][CH2:26][O:27][CH2:28][CH2:29][O:30][CH2:31][CH2:32][CH2:33][C:34](O)=[O:35]. The catalyst is C(Cl)Cl. The product is [O:8]=[C:3]1[CH2:4][CH2:5][C:6](=[O:7])[N:2]1[O:1][C:34](=[O:35])[CH2:33][CH2:32][CH2:31][O:30][CH2:29][CH2:28][O:27][CH2:26][CH2:25][O:24][CH2:23][CH2:22][O:21][CH3:20]. The yield is 0.430. (8) The reactants are [OH:1][C:2]1[CH:12]=[CH:11][C:5]([CH:6]=[CH:7]C(O)=O)=[CH:4][CH:3]=1.C([O-])(=O)C.[K+].COC1C=CC(O)=CC=1. The catalyst is CN(C)C(=O)C. The product is [OH:1][C:2]1[CH:12]=[CH:11][C:5]([CH:6]=[CH2:7])=[CH:4][CH:3]=1. The yield is 0.681.